This data is from Catalyst prediction with 721,799 reactions and 888 catalyst types from USPTO. The task is: Predict which catalyst facilitates the given reaction. (1) Reactant: [CH2:1]([NH:8][C:9]([C:11]1[S:15][C:14]([NH:16][C:17]([O:19][C:20]([CH3:23])([CH3:22])[CH3:21])=[O:18])=[N:13][C:12]=1[CH3:24])=[O:10])[C:2]1[CH:7]=[CH:6][CH:5]=[CH:4][CH:3]=1.[Br:25]N1C(=O)CCC1=O. Product: [CH2:1]([NH:8][C:9]([C:11]1[S:15][C:14]([NH:16][C:17]([O:19][C:20]([CH3:21])([CH3:23])[CH3:22])=[O:18])=[N:13][C:12]=1[CH2:24][Br:25])=[O:10])[C:2]1[CH:3]=[CH:4][CH:5]=[CH:6][CH:7]=1. The catalyst class is: 10. (2) Reactant: [NH:1]1[C:5]2=[N:6][CH:7]=[C:8]([NH2:10])[CH:9]=[C:4]2[CH:3]=[CH:2]1.[C:11]([O:15][C:16](=[O:27])[C:17]1[CH:25]=[CH:24][C:23]([CH3:26])=[C:19]([C:20](O)=[O:21])[CH:18]=1)([CH3:14])([CH3:13])[CH3:12].CN(C(ON1N=NC2C=CC=CC1=2)=[N+](C)C)C.[B-](F)(F)(F)F.C1C=CC2N(O)N=NC=2C=1.CCN(C(C)C)C(C)C. Product: [C:11]([O:15][C:16](=[O:27])[C:17]1[CH:25]=[CH:24][C:23]([CH3:26])=[C:19]([C:20]([NH:10][C:8]2[CH:9]=[C:4]3[CH:3]=[CH:2][NH:1][C:5]3=[N:6][CH:7]=2)=[O:21])[CH:18]=1)([CH3:14])([CH3:13])[CH3:12]. The catalyst class is: 1. (3) Reactant: [NH:1]1[CH2:11][CH2:10][CH:4]([C:5]([O:7][CH2:8][CH3:9])=[O:6])[CH2:3][CH2:2]1.C(=O)([O-])[O-].[K+].[K+].[C:18]1([CH2:24][CH2:25]Br)[CH:23]=[CH:22][CH:21]=[CH:20][CH:19]=1. Product: [C:18]1([CH2:24][CH2:25][C:4]2([C:5]([O:7][CH2:8][CH3:9])=[O:6])[CH2:3][CH2:2][NH:1][CH2:11][CH2:10]2)[CH:23]=[CH:22][CH:21]=[CH:20][CH:19]=1. The catalyst class is: 35. (4) Reactant: [NH:1]1[C:9]2[C:4](=[CH:5][CH:6]=[C:7]([C:10]([O:12][CH3:13])=[O:11])[CH:8]=2)[CH:3]=[CH:2]1.C([O-])([O-])=O.[K+].[K+].[C:20]1([S:26](Cl)(=[O:28])=[O:27])[CH:25]=[CH:24][CH:23]=[CH:22][CH:21]=1. Product: [C:20]1([S:26]([N:1]2[C:9]3[C:4](=[CH:5][CH:6]=[C:7]([C:10]([O:12][CH3:13])=[O:11])[CH:8]=3)[CH:3]=[CH:2]2)(=[O:28])=[O:27])[CH:25]=[CH:24][CH:23]=[CH:22][CH:21]=1. The catalyst class is: 131.